This data is from CYP2C9 inhibition data for predicting drug metabolism from PubChem BioAssay. The task is: Regression/Classification. Given a drug SMILES string, predict its absorption, distribution, metabolism, or excretion properties. Task type varies by dataset: regression for continuous measurements (e.g., permeability, clearance, half-life) or binary classification for categorical outcomes (e.g., BBB penetration, CYP inhibition). Dataset: cyp2c9_veith. (1) The drug is CCN1CCN(c2nc3c(c(=O)[nH]c(=O)n3C)n2CCCSc2ncccn2)CC1. The result is 0 (non-inhibitor). (2) The molecule is O=C(O)[C@@H]1C[C@H]2C[C@@H](CP(=O)(O)O)CC[C@H]2CN1. The result is 0 (non-inhibitor). (3) The compound is O=C(Nc1ccccc1)N1CC[C@@]2(CCCN(C(=O)Oc3ccccc3)C2)C1. The result is 0 (non-inhibitor). (4) The compound is N#CS.N=C=S.N=C=S.[Cu].[NH2-].[NH2-].[NH2-].[NH2-].c1ccc2ncccc2c1. The result is 1 (inhibitor).